This data is from Peptide-MHC class I binding affinity with 185,985 pairs from IEDB/IMGT. The task is: Regression. Given a peptide amino acid sequence and an MHC pseudo amino acid sequence, predict their binding affinity value. This is MHC class I binding data. The peptide sequence is SLAGFVRML. The MHC is HLA-A02:01 with pseudo-sequence HLA-A02:01. The binding affinity (normalized) is 0.565.